This data is from Reaction yield outcomes from USPTO patents with 853,638 reactions. The task is: Predict the reaction yield, written as a fraction of the theoretical maximum amount of product (1.0 means a 100% yield; for example, 0.34 means a 34% yield). (1) The reactants are [CH3:1][NH:2][CH2:3][CH2:4][O:5][C:6]1[CH:11]=[CH:10][C:9](/[C:12](/[C:26]2[CH:31]=[CH:30][C:29]([OH:32])=[CH:28][CH:27]=2)=[C:13](\[CH:16]2[CH2:25][CH2:24][C:19]3(OCC[O:20]3)[CH2:18][CH2:17]2)/[CH2:14][CH3:15])=[CH:8][CH:7]=1.Cl.O.C([O-])(O)=O.[Na+]. The catalyst is CO. The product is [OH:32][C:29]1[CH:28]=[CH:27][C:26](/[C:12](/[C:9]2[CH:10]=[CH:11][C:6]([O:5][CH2:4][CH2:3][NH:2][CH3:1])=[CH:7][CH:8]=2)=[C:13](/[CH:16]2[CH2:25][CH2:24][C:19](=[O:20])[CH2:18][CH2:17]2)\[CH2:14][CH3:15])=[CH:31][CH:30]=1. The yield is 0.275. (2) The reactants are [CH2:1]([S:3]([N:6]1[CH2:11][CH2:10][CH:9]([C:12]2[C:20]3[C:15](=[C:16]([C:29]([NH2:31])=[O:30])[CH:17]=[C:18]([C:21]4[CH:26]=[CH:25][CH:24]=[C:23]([CH:27]=O)[CH:22]=4)[CH:19]=3)[NH:14][CH:13]=2)[CH2:8][CH2:7]1)(=[O:5])=[O:4])[CH3:2].[NH2:32][C@H:33]1[CH2:38][CH2:37][C@H:36]([OH:39])[CH2:35][CH2:34]1.[BH-](OC(C)=O)(OC(C)=O)OC(C)=O.[Na+]. No catalyst specified. The product is [CH2:1]([S:3]([N:6]1[CH2:7][CH2:8][CH:9]([C:12]2[C:20]3[C:15](=[C:16]([C:29]([NH2:31])=[O:30])[CH:17]=[C:18]([C:21]4[CH:26]=[CH:25][CH:24]=[C:23]([CH2:27][NH:32][C@H:33]5[CH2:38][CH2:37][C@H:36]([OH:39])[CH2:35][CH2:34]5)[CH:22]=4)[CH:19]=3)[NH:14][CH:13]=2)[CH2:10][CH2:11]1)(=[O:5])=[O:4])[CH3:2]. The yield is 0.0980. (3) The yield is 0.250. The reactants are C(O)(=O)/C=C\C(O)=O.[NH2:9][C:10]1[CH:11]=[C:12]2[C:16](=[CH:17][CH:18]=1)[N:15]([C:19](=[O:24])[C:20]([CH3:23])([CH3:22])[CH3:21])[N:14]=[CH:13]2.[CH2:25]([N:32]1[CH2:37][CH:36]2[C:38](=O)[CH:33]1[CH2:34][CH2:35]2)[C:26]1[CH:31]=[CH:30][CH:29]=[CH:28][CH:27]=1.C(O[BH-](OC(=O)C)OC(=O)C)(=O)C.[Na+]. The catalyst is C1COCC1. The product is [CH2:25]([N:32]1[CH2:37][CH:36]2[CH:38]([NH:9][C:10]3[CH:11]=[C:12]4[C:16](=[CH:17][CH:18]=3)[N:15]([C:19](=[O:24])[C:20]([CH3:21])([CH3:23])[CH3:22])[N:14]=[CH:13]4)[CH:33]1[CH2:34][CH2:35]2)[C:26]1[CH:31]=[CH:30][CH:29]=[CH:28][CH:27]=1. (4) The reactants are [Br:1][C:2]1[CH:3]=[C:4]2[C:9](=[CH:10][CH:11]=1)[N:8]=[C:7]([S:12][CH3:13])[NH:6][C:5]2=O.N1C=CC=CC=1.O=P(Cl)(Cl)[Cl:23]. No catalyst specified. The product is [Br:1][C:2]1[CH:3]=[C:4]2[C:9](=[CH:10][CH:11]=1)[N:8]=[C:7]([S:12][CH3:13])[N:6]=[C:5]2[Cl:23]. The yield is 0.750. (5) The reactants are N[C:2]1[CH:10]=[CH:9][C:5]([C:6]([OH:8])=[O:7])=[C:4]([OH:11])[CH:3]=1.[N:12]([O-])=O.[Na+].[C:16]1([C:22]2[S:26][S:25][C:24](=[S:27])[CH:23]=2)[CH:21]=[CH:20]C=[CH:18][CH:17]=1.C[N:29]([CH3:32])C=O. The catalyst is Cl.O. The product is [OH:11][C:4]1[CH:3]=[CH:2][C:10]([N:12]=[N:29][C:32]2[CH:20]=[CH:21][C:16]([C:22]3[S:26][S:25][C:24](=[S:27])[CH:23]=3)=[CH:17][CH:18]=2)=[CH:9][C:5]=1[C:6]([OH:8])=[O:7]. The yield is 0.650. (6) The reactants are [CH2:1]1[C@@H:6]2[CH2:7][CH2:8][CH2:9][N:5]2[CH2:4][C@@H:3]([CH2:10][OH:11])[O:2]1.C(N(CC)CC)C.[CH3:19][S:20](Cl)(=[O:22])=[O:21]. The catalyst is ClCCl. The product is [CH3:19][S:20]([O:11][CH2:10][C@H:3]1[O:2][CH2:1][C@@H:6]2[CH2:7][CH2:8][CH2:9][N:5]2[CH2:4]1)(=[O:22])=[O:21]. The yield is 0.800. (7) The reactants are [CH2:1]([C:5]1[CH:10]=[CH:9][C:8]([C:11]#[C:12][C:13]2[CH:31]=[CH:30][C:16]([CH2:17][NH:18][C:19]3[CH:20]=[CH:21][C:22]([F:29])=[C:23]([CH:28]=3)[C:24]([O:26][CH3:27])=[O:25])=[CH:15][CH:14]=2)=[CH:7][CH:6]=1)[CH2:2][CH2:3][CH3:4].[CH2:32]([O:34][C:35]([CH:37]1[CH2:39][CH:38]1[CH:40]=O)=[O:36])[CH3:33].C(O[BH-](OC(=O)C)OC(=O)C)(=O)C.C([O-])(O)=O.[Na+]. The catalyst is ClCCCl. The product is [CH2:1]([C:5]1[CH:6]=[CH:7][C:8]([C:11]#[C:12][C:13]2[CH:14]=[CH:15][C:16]([CH2:17][N:18]([CH2:40][CH:38]3[CH2:39][CH:37]3[C:35]([O:34][CH2:32][CH3:33])=[O:36])[C:19]3[CH:20]=[CH:21][C:22]([F:29])=[C:23]([CH:28]=3)[C:24]([O:26][CH3:27])=[O:25])=[CH:30][CH:31]=2)=[CH:9][CH:10]=1)[CH2:2][CH2:3][CH3:4]. The yield is 0.650. (8) The reactants are [Cl:1][C:2]1[C:10]([F:11])=[C:9]2[C:5]([CH:6]=[C:7]([CH:12]3[CH2:14][CH2:13]3)[NH:8]2)=[CH:4][CH:3]=1.Br[C:16]1[CH:17]=[N:18][N:19]([CH2:21][CH3:22])[CH:20]=1.P([O-])([O-])([O-])=O.[K+].[K+].[K+].CNCCNC. The catalyst is C1(C)C=CC=CC=1.CCOC(C)=O. The product is [Cl:1][C:2]1[C:10]([F:11])=[C:9]2[C:5]([CH:6]=[C:7]([CH:12]3[CH2:14][CH2:13]3)[N:8]2[C:16]2[CH:17]=[N:18][N:19]([CH2:21][CH3:22])[CH:20]=2)=[CH:4][CH:3]=1. The yield is 0.630. (9) The yield is 0.810. The product is [Br:25][C:26]1[CH:27]=[C:28]([C:34]2[C:35]([C:40]#[N:41])=[CH:36][CH:37]=[CH:38][CH:39]=2)[CH:29]=[CH:30][C:31]=1[CH2:32][N:8]1[C:9]2[S:15][C:14]([CH2:16][CH3:17])=[CH:13][C:10]=2[C:11](=[O:12])[N:6]([CH2:5][C:4]2[CH:19]=[CH:20][C:21]([O:23][CH3:24])=[CH:22][C:3]=2[O:2][CH3:1])[C:7]1=[O:18]. The catalyst is C(#N)C. The reactants are [CH3:1][O:2][C:3]1[CH:22]=[C:21]([O:23][CH3:24])[CH:20]=[CH:19][C:4]=1[CH2:5][N:6]1[C:11](=[O:12])[C:10]2[CH:13]=[C:14]([CH2:16][CH3:17])[S:15][C:9]=2[NH:8][C:7]1=[O:18].[Br:25][C:26]1[CH:27]=[C:28]([C:34]2[C:35]([C:40]#[N:41])=[CH:36][CH:37]=[CH:38][CH:39]=2)[CH:29]=[CH:30][C:31]=1[CH2:32]Br.C(=O)([O-])[O-].[K+].[K+].